This data is from Catalyst prediction with 721,799 reactions and 888 catalyst types from USPTO. The task is: Predict which catalyst facilitates the given reaction. Product: [CH3:3][O:4][C:5]1[CH:6]=[CH:7][C:8]([CH:11]=[CH:12][CH:13]=[C:23]2[C:28](=[O:29])[NH:27][C:26]3[CH:30]=[C:31]([C:34]([O:36][CH2:37][CH3:38])=[O:35])[CH:32]=[CH:33][C:25]=3[S:24]2)=[CH:9][CH:10]=1. The catalyst class is: 1. Reactant: [H-].[Na+].[CH3:3][O:4][C:5]1[CH:10]=[CH:9][C:8](/[CH:11]=[CH:12]/[CH:13]=O)=[CH:7][CH:6]=1.C(OP([CH:23]1[C:28](=[O:29])[NH:27][C:26]2[CH:30]=[C:31]([C:34]([O:36][CH2:37][CH3:38])=[O:35])[CH:32]=[CH:33][C:25]=2[S:24]1)(OCC)=O)C.